From a dataset of Full USPTO retrosynthesis dataset with 1.9M reactions from patents (1976-2016). Predict the reactants needed to synthesize the given product. (1) Given the product [CH3:11][C:4]1[S:3][C:2]2[NH:1][C:16](=[O:22])[N:39]([CH2:38][CH2:37][C:31]3[CH:36]=[CH:35][CH:34]=[CH:33][CH:32]=3)[C:7](=[O:9])[C:6]=2[CH:5]=1, predict the reactants needed to synthesize it. The reactants are: [NH2:1][C:2]1[S:3][C:4]([CH3:11])=[CH:5][C:6]=1[C:7]([O:9]C)=O.ClC(Cl)(O[C:16](=[O:22])OC(Cl)(Cl)Cl)Cl.C(N(CC)CC)C.[C:31]1([CH2:37][CH2:38][NH2:39])[CH:36]=[CH:35][CH:34]=[CH:33][CH:32]=1. (2) The reactants are: [CH3:1][C:2]1([N:6]2[CH2:11][CH2:10][N:9]([C:12]3[CH:17]=[CH:16][C:15]([N+:18]([O-])=O)=[CH:14][CH:13]=3)[CH2:8][CH2:7]2)[CH2:5][O:4][CH2:3]1. Given the product [CH3:1][C:2]1([N:6]2[CH2:7][CH2:8][N:9]([C:12]3[CH:17]=[CH:16][C:15]([NH2:18])=[CH:14][CH:13]=3)[CH2:10][CH2:11]2)[CH2:5][O:4][CH2:3]1, predict the reactants needed to synthesize it. (3) Given the product [Cl:28][C:8]1[C:7]([B:29]([OH:34])[OH:30])=[CH:27][C:11]2[CH2:12][C:13]([C:19]3[CH:24]=[C:23]([Cl:25])[CH:22]=[C:21]([Cl:26])[CH:20]=3)([C:15]([F:18])([F:17])[F:16])[O:14][C:10]=2[CH:9]=1, predict the reactants needed to synthesize it. The reactants are: [Li]CCCC.Br[C:7]1[C:8]([Cl:28])=[CH:9][C:10]2[O:14][C:13]([C:19]3[CH:24]=[C:23]([Cl:25])[CH:22]=[C:21]([Cl:26])[CH:20]=3)([C:15]([F:18])([F:17])[F:16])[CH2:12][C:11]=2[CH:27]=1.[B:29](OC(C)C)([O:34]C(C)C)[O:30]C(C)C.Cl.